This data is from Catalyst prediction with 721,799 reactions and 888 catalyst types from USPTO. The task is: Predict which catalyst facilitates the given reaction. (1) Reactant: [C:1]1([C:7]2[N:8]=[C:9]([CH2:12][CH2:13][NH:14][C:15](=[O:21])[O:16][C:17]([CH3:20])([CH3:19])[CH3:18])[NH:10][CH:11]=2)[CH:6]=[CH:5][CH:4]=[CH:3][CH:2]=1.[C:22](=O)([O-])[O-].[K+].[K+].IC.C(OCC)(=O)C.CCCCCCC. Product: [CH3:22][N:10]1[CH:11]=[C:7]([C:1]2[CH:2]=[CH:3][CH:4]=[CH:5][CH:6]=2)[N:8]=[C:9]1[CH2:12][CH2:13][NH:14][C:15](=[O:21])[O:16][C:17]([CH3:18])([CH3:20])[CH3:19]. The catalyst class is: 3. (2) Reactant: CO[CH:3](OC)[N:4]([CH3:6])[CH3:5].[O:9]=[C:10]([CH2:17][CH2:18][CH2:19][C:20]([O:22][CH2:23][CH3:24])=[O:21])[CH2:11][C:12]([O:14][CH2:15][CH3:16])=[O:13]. Product: [CH2:15]([O:14][C:12](=[O:13])[C:11](=[CH:3][N:4]([CH3:5])[CH3:6])[C:10](=[O:9])[CH2:17][CH2:18][CH2:19][C:20]([O:22][CH2:23][CH3:24])=[O:21])[CH3:16]. The catalyst class is: 11. (3) Reactant: [CH3:1][O:2][C:3]1[CH:8]=[N:7][C:6]([N:9]2[CH:13]=[N:12][C:11]([NH:14][C:15](=[O:20])[C:16]([CH3:19])([CH3:18])[CH3:17])=[N:10]2)=[C:5]2[NH:21][CH:22]=[C:23]([C:24](=[O:29])[C:25]([O:27]C)=[O:26])[C:4]=12.C([O-])([O-])=O.[K+].[K+]. Product: [CH3:1][O:2][C:3]1[CH:8]=[N:7][C:6]([N:9]2[CH:13]=[N:12][C:11]([NH:14][C:15](=[O:20])[C:16]([CH3:19])([CH3:18])[CH3:17])=[N:10]2)=[C:5]2[NH:21][CH:22]=[C:23]([C:24](=[O:29])[C:25]([OH:27])=[O:26])[C:4]=12. The catalyst class is: 72. (4) Reactant: C(=O)([O-])[O-].[K+].[K+].[N+:7]([C:10]1[CH:11]=[CH:12][C:13]2[O:19][CH2:18][CH2:17][CH2:16][NH:15][C:14]=2[CH:20]=1)([O-:9])=[O:8].Br[CH2:22][C:23]([O:25][CH2:26][CH3:27])=[O:24]. Product: [CH2:26]([O:25][C:23](=[O:24])[CH2:22][N:15]1[C:14]2[CH:20]=[C:10]([N+:7]([O-:9])=[O:8])[CH:11]=[CH:12][C:13]=2[O:19][CH2:18][CH2:17][CH2:16]1)[CH3:27]. The catalyst class is: 3. (5) Reactant: [Cl:1][C:2]1[CH:3]=[CH:4][C:5]2[N:11]3[C:12]([C:15]#[N:16])=[CH:13][CH:14]=[C:10]3[C@@H:9]([CH2:17][CH2:18][N:19]3[N:23]=[N:22][C:21]([CH2:24][C:25]([O:27]CC)=[O:26])=[N:20]3)[O:8][C@H:7]([C:30]3[CH:35]=[CH:34][CH:33]=[C:32]([O:36][CH3:37])[C:31]=3[O:38][CH3:39])[C:6]=2[CH:40]=1.[OH-].[Na+]. Product: [Cl:1][C:2]1[CH:3]=[CH:4][C:5]2[N:11]3[C:12]([C:15]#[N:16])=[CH:13][CH:14]=[C:10]3[C@@H:9]([CH2:17][CH2:18][N:19]3[N:23]=[N:22][C:21]([CH2:24][C:25]([OH:27])=[O:26])=[N:20]3)[O:8][C@H:7]([C:30]3[CH:35]=[CH:34][CH:33]=[C:32]([O:36][CH3:37])[C:31]=3[O:38][CH3:39])[C:6]=2[CH:40]=1. The catalyst class is: 32. (6) Reactant: Br[C:2]1[S:3][CH:4]=[C:5]([CH2:7][CH:8]2[CH2:11][CH2:10][CH2:9]2)[N:6]=1.[CH3:12][C:13]([CH3:34])([CH2:18][C:19]1[CH:24]=[CH:23][CH:22]=[C:21](B2OC(C)(C)C(C)(C)O2)[CH:20]=1)[C:14]([O:16][CH3:17])=[O:15].C([O-])([O-])=O.[Na+].[Na+].O. Product: [CH:8]1([CH2:7][C:5]2[N:6]=[C:2]([C:23]3[CH:24]=[C:19]([CH2:18][C:13]([CH3:34])([CH3:12])[C:14]([O:16][CH3:17])=[O:15])[CH:20]=[CH:21][CH:22]=3)[S:3][CH:4]=2)[CH2:11][CH2:10][CH2:9]1. The catalyst class is: 70. (7) Reactant: Cl.[NH2:2][C@@H:3]([CH2:8][CH2:9][NH:10][C:11]([O:13][C:14]([CH3:17])([CH3:16])[CH3:15])=[O:12])[C:4]([O:6][CH3:7])=[O:5].[C:18]1([CH:24]([C:35]2[CH:40]=[CH:39][CH:38]=[CH:37][CH:36]=2)[N:25]2[CH:30]=[CH:29][CH:28]=[C:27]([C:31](O)=[O:32])[C:26]2=[O:34])[CH:23]=[CH:22][CH:21]=[CH:20][CH:19]=1.C(N(C(C)C)CC)(C)C.CN(C(ON1N=NC2C=CC=CC1=2)=[N+](C)C)C.F[P-](F)(F)(F)(F)F. Product: [C:14]([O:13][C:11]([NH:10][CH2:9][CH2:8][C@H:3]([NH:2][C:31]([C:27]1[C:26](=[O:34])[N:25]([CH:24]([C:18]2[CH:23]=[CH:22][CH:21]=[CH:20][CH:19]=2)[C:35]2[CH:36]=[CH:37][CH:38]=[CH:39][CH:40]=2)[CH:30]=[CH:29][CH:28]=1)=[O:32])[C:4]([O:6][CH3:7])=[O:5])=[O:12])([CH3:17])([CH3:16])[CH3:15]. The catalyst class is: 39.